Dataset: Forward reaction prediction with 1.9M reactions from USPTO patents (1976-2016). Task: Predict the product of the given reaction. (1) Given the reactants C[O:2][C:3]([C:5]1[C:10]([F:11])=[C:9]([F:12])[C:8]([C:13]2[CH:18]=[CH:17][C:16]([C:19]([CH3:27])([CH3:26])[O:20][SiH2:21][C:22]([CH3:25])([CH3:24])[CH3:23])=[CH:15][CH:14]=2)=[C:7]([F:28])[C:6]=1[F:29])=[O:4].[OH-].[Na+], predict the reaction product. The product is: [C:22]([SiH2:21][O:20][C:19]([CH3:27])([CH3:26])[C:16]1[CH:17]=[CH:18][C:13]([C:8]2[C:7]([F:28])=[C:6]([F:29])[C:5]([C:3]([OH:4])=[O:2])=[C:10]([F:11])[C:9]=2[F:12])=[CH:14][CH:15]=1)([CH3:25])([CH3:23])[CH3:24]. (2) The product is: [CH2:11]([N:18]1[CH2:24][CH:23]([CH2:25][O:26][Si:27]([C:30]([CH3:33])([CH3:32])[CH3:31])([CH3:29])[CH3:28])[CH:22]([C:34]2[CH:39]=[CH:38][C:37]([F:40])=[C:36]([Cl:41])[CH:35]=2)[O:21][CH2:20][CH2:19]1)[C:12]1[CH:13]=[CH:14][CH:15]=[CH:16][CH:17]=1. Given the reactants [Cl-].[Al+3].[Cl-].[Cl-].[H-].[Al+3].[Li+].[H-].[H-].[H-].[CH2:11]([N:18]1[CH2:24][CH:23]([CH2:25][O:26][Si:27]([C:30]([CH3:33])([CH3:32])[CH3:31])([CH3:29])[CH3:28])[CH:22]([C:34]2[CH:39]=[CH:38][C:37]([F:40])=[C:36]([Cl:41])[CH:35]=2)[O:21][CH2:20][C:19]1=O)[C:12]1[CH:17]=[CH:16][CH:15]=[CH:14][CH:13]=1.[OH-].[Na+], predict the reaction product. (3) Given the reactants [Br:1][C:2]1[O:6][C:5]([CH:7]=[O:8])=[CH:4][CH:3]=1.O.[C:10]1(C)C=CC(S(O)(=O)=O)=CC=1.[C:21](=[O:24])(O)[O-].[Na+], predict the reaction product. The product is: [Br:1][C:2]1[O:6][C:5]([CH:7]([O:24][CH3:21])[O:8][CH3:10])=[CH:4][CH:3]=1. (4) Given the reactants [CH2:1]([S:8][C:9]1[CH:10]=[CH:11][C:12]([NH:22][C:23]2[CH:28]=[C:27]([F:29])[C:26]([Br:30])=[CH:25][C:24]=2[O:31][CH3:32])=[C:13](/[CH:15]=[CH:16]/[C:17](OCC)=[O:18])[CH:14]=1)[C:2]1[CH:7]=[CH:6][CH:5]=[CH:4][CH:3]=1.C(P(CCCC)CCCC)CCC, predict the reaction product. The product is: [CH2:1]([S:8][C:9]1[CH:14]=[C:13]2[C:12](=[CH:11][CH:10]=1)[N:22]([C:23]1[CH:28]=[C:27]([F:29])[C:26]([Br:30])=[CH:25][C:24]=1[O:31][CH3:32])[C:17](=[O:18])[CH:16]=[CH:15]2)[C:2]1[CH:3]=[CH:4][CH:5]=[CH:6][CH:7]=1. (5) Given the reactants C([O:8][CH:9]1[CH2:12][CH:11]([NH:13][C:14](=[O:20])[O:15][C:16]([CH3:19])([CH3:18])[CH3:17])[CH2:10]1)C1C=CC=CC=1, predict the reaction product. The product is: [OH:8][CH:9]1[CH2:10][CH:11]([NH:13][C:14](=[O:20])[O:15][C:16]([CH3:18])([CH3:17])[CH3:19])[CH2:12]1.